Dataset: Forward reaction prediction with 1.9M reactions from USPTO patents (1976-2016). Task: Predict the product of the given reaction. (1) Given the reactants [Cl:1][C:2]1[CH:7]=[C:6](I)[CH:5]=[C:4]([Cl:9])[N:3]=1.N#N.[F:12][C:13]1[CH:18]=[C:17]([F:19])[CH:16]=[CH:15][C:14]=1B(O)O.C(=O)([O-])[O-].[Na+].[Na+], predict the reaction product. The product is: [Cl:1][C:2]1[CH:7]=[C:6]([C:16]2[CH:15]=[CH:14][C:13]([F:12])=[CH:18][C:17]=2[F:19])[CH:5]=[C:4]([Cl:9])[N:3]=1. (2) Given the reactants Cl[C:2]1[C:3]2[CH:10]=[CH:9][NH:8][C:4]=2[N:5]=[CH:6][N:7]=1.[I-:11].[Na+].I, predict the reaction product. The product is: [I:11][C:2]1[C:3]2[CH:10]=[CH:9][NH:8][C:4]=2[N:5]=[CH:6][N:7]=1.